From a dataset of Reaction yield outcomes from USPTO patents with 853,638 reactions. Predict the reaction yield, written as a fraction of the theoretical maximum amount of product (1.0 means a 100% yield; for example, 0.34 means a 34% yield). The product is [NH2:1][C:4]1[CH:12]=[CH:11][C:10]([C:13]([NH2:15])=[O:14])=[C:9]2[C:5]=1[CH:6]=[C:7]([C:16]1[CH:17]=[CH:18][CH:19]=[CH:20][CH:21]=1)[NH:8]2. The catalyst is CO.[Pd]. The yield is 0.800. The reactants are [N+:1]([C:4]1[CH:12]=[CH:11][C:10]([C:13]([NH2:15])=[O:14])=[C:9]2[C:5]=1[CH:6]=[C:7]([C:16]1[CH:21]=[CH:20][CH:19]=[CH:18][CH:17]=1)[NH:8]2)([O-])=O.